This data is from Forward reaction prediction with 1.9M reactions from USPTO patents (1976-2016). The task is: Predict the product of the given reaction. (1) Given the reactants [C:1]1([NH:7][C:8]2[CH:13]=[CH:12][CH:11]=[CH:10][C:9]=2[C:14](O)([CH3:16])[CH3:15])[CH:6]=[CH:5][CH:4]=[CH:3][CH:2]=1, predict the reaction product. The product is: [CH3:15][C:14]1([CH3:16])[C:9]2[CH:10]=[CH:11][CH:12]=[CH:13][C:8]=2[NH:7][C:1]2[C:6]1=[CH:5][CH:4]=[CH:3][CH:2]=2. (2) Given the reactants [C:1]([C:3]1[CH:8]=[CH:7][CH:6]=[CH:5][C:4]=1[C:9]1[C:10](=[O:30])[N:11]([C:24]2[CH:29]=[CH:28][CH:27]=[CH:26][CH:25]=2)[CH:12]=[C:13]([C:15]2[NH:16][C:17]3[CH:22]=[CH:21][N:20]=[CH:19][C:18]=3[N:23]=2)[CH:14]=1)#[N:2].[CH3:31]I, predict the reaction product. The product is: [C:1]([C:3]1[CH:8]=[CH:7][CH:6]=[CH:5][C:4]=1[C:9]1[C:10](=[O:30])[N:11]([C:24]2[CH:25]=[CH:26][CH:27]=[CH:28][CH:29]=2)[CH:12]=[C:13]([C:15]2[N:16]=[C:19]3[N:20]([CH3:31])[CH:21]=[CH:22][CH:17]=[C:18]3[N:23]=2)[CH:14]=1)#[N:2].